This data is from Catalyst prediction with 721,799 reactions and 888 catalyst types from USPTO. The task is: Predict which catalyst facilitates the given reaction. (1) Reactant: [F:1][C:2]1[CH:3]=[N:4][C:5]([N:8]2[CH2:16][C@@H:15]3[C@@:10]([C:18]4[S:19][C:20]([F:23])=[CH:21][CH:22]=4)([N:11]=[C:12]([NH2:17])[S:13][CH2:14]3)[CH2:9]2)=[N:6][CH:7]=1.[ClH:24]. Product: [ClH:24].[F:1][C:2]1[CH:7]=[N:6][C:5]([N:8]2[CH2:16][C@@H:15]3[C@@:10]([C:18]4[S:19][C:20]([F:23])=[CH:21][CH:22]=4)([N:11]=[C:12]([NH2:17])[S:13][CH2:14]3)[CH2:9]2)=[N:4][CH:3]=1. The catalyst class is: 27. (2) Reactant: C[O:2][C:3](=O)[CH:4]([O:8][C:9]1[CH:32]=[CH:31][C:12]2[C:13]3[N:17]([CH2:18][CH2:19][O:20][C:11]=2[CH:10]=1)[CH:16]=[C:15]([C:21]1[N:22]([CH2:26][C:27]([F:30])([F:29])[F:28])[N:23]=[CH:24][N:25]=1)[N:14]=3)[CH:5]([CH3:7])[CH3:6].O.[OH-].[Li+].Cl.C[N:39](C(ON1N=NC2C=CC=NC1=2)=[N+](C)C)C.F[P-](F)(F)(F)(F)F.[Cl-].[NH4+].C(N(CC)CC)C. Product: [CH3:6][CH:5]([CH3:7])[CH:4]([O:8][C:9]1[CH:32]=[CH:31][C:12]2[C:13]3[N:17]([CH:16]=[C:15]([C:21]4[N:22]([CH2:26][C:27]([F:28])([F:30])[F:29])[N:23]=[CH:24][N:25]=4)[N:14]=3)[CH2:18][CH2:19][O:20][C:11]=2[CH:10]=1)[C:3]([NH2:39])=[O:2]. The catalyst class is: 24. (3) Reactant: C(#N)C.[ClH:4].[NH2:5][C:6]1[C:11]([C:12]2[CH:17]=[CH:16][C:15]([NH:18][C:19]([C:21]3[C:26](=[O:27])[C:25]([C:28]4[CH:33]=[CH:32][C:31]([F:34])=[CH:30][CH:29]=4)=[CH:24][N:23]([CH2:35][C:36]([F:39])([F:38])[F:37])[CH:22]=3)=[O:20])=[CH:14][CH:13]=2)=[CH:10][C:9]([C:40]2[CH:45]=[CH:44][C:43]([O:46][CH3:47])=[C:42]([O:48][CH3:49])[CH:41]=2)=[CH:8][N:7]=1. Product: [ClH:4].[NH2:5][C:6]1[C:11]([C:12]2[CH:13]=[CH:14][C:15]([NH:18][C:19]([C:21]3[C:26](=[O:27])[C:25]([C:28]4[CH:29]=[CH:30][C:31]([F:34])=[CH:32][CH:33]=4)=[CH:24][N:23]([CH2:35][C:36]([F:37])([F:38])[F:39])[CH:22]=3)=[O:20])=[CH:16][CH:17]=2)=[CH:10][C:9]([C:40]2[CH:45]=[CH:44][C:43]([O:46][CH3:47])=[C:42]([O:48][CH3:49])[CH:41]=2)=[CH:8][N:7]=1. The catalyst class is: 6. (4) Reactant: [CH3:1][O:2][C:3]1[CH:4]=[C:5]2[C:10](=[CH:11][CH:12]=1)[C:9]([CH3:17])([C:13]([F:16])([F:15])[F:14])[O:8][CH2:7][CH2:6]2.O.[C:19]([O:23]C)(C)(C)C. Product: [CH3:1][O:2][C:3]1[CH:4]=[C:5]2[C:10](=[CH:11][C:12]=1[CH:19]=[O:23])[C:9]([CH3:17])([C:13]([F:16])([F:14])[F:15])[O:8][CH2:7][CH2:6]2. The catalyst class is: 55. (5) Reactant: COCCN(S(F)(F)[F:11])CCOC.[C:14]([O:18][C:19]([N:21]1[CH2:26][CH2:25][CH:24](O)[CH2:23][CH2:22]1)=[O:20])([CH3:17])([CH3:16])[CH3:15]. Product: [C:14]([O:18][C:19]([N:21]1[CH2:26][CH2:25][CH:24]([F:11])[CH2:23][CH2:22]1)=[O:20])([CH3:17])([CH3:16])[CH3:15]. The catalyst class is: 4. (6) Reactant: [NH2:1][C:2]1[CH:3]=[C:4]([C:12]([O:14][CH3:15])=[O:13])[C:5]2[N:9]=[C:8]([Cl:10])[NH:7][C:6]=2[CH:11]=1.C(N(CC)CC)C.[F:23][C:24]([F:35])([F:34])[C:25]1[CH:33]=[CH:32][CH:31]=[CH:30][C:26]=1[C:27](Cl)=[O:28]. Product: [Cl:10][C:8]1[NH:7][C:6]2[CH:11]=[C:2]([NH:1][C:27]([C:26]3[CH:30]=[CH:31][CH:32]=[CH:33][C:25]=3[C:24]([F:23])([F:34])[F:35])=[O:28])[CH:3]=[C:4]([C:12]([O:14][CH3:15])=[O:13])[C:5]=2[N:9]=1. The catalyst class is: 56.